From a dataset of Full USPTO retrosynthesis dataset with 1.9M reactions from patents (1976-2016). Predict the reactants needed to synthesize the given product. (1) Given the product [Br:1][C:2]1[CH:3]=[N:4][C:5]2[N:6]([N:8]=[C:9]([C:11]([N:27]3[CH2:26][CH2:25][C:24]4[C:29](=[CH:30][C:21]([C:19]5[CH:18]=[CH:17][N:16]=[C:15]([F:14])[CH:20]=5)=[CH:22][CH:23]=4)[N:28]3[CH3:31])=[O:13])[CH:10]=2)[CH:7]=1, predict the reactants needed to synthesize it. The reactants are: [Br:1][C:2]1[CH:3]=[N:4][C:5]2[N:6]([N:8]=[C:9]([C:11]([OH:13])=O)[CH:10]=2)[CH:7]=1.[F:14][C:15]1[CH:20]=[C:19]([C:21]2[CH:30]=[C:29]3[C:24]([CH2:25][CH2:26][NH:27][N:28]3[CH3:31])=[CH:23][CH:22]=2)[CH:18]=[CH:17][N:16]=1. (2) Given the product [Br:1][C:2]1[CH:3]=[CH:4][C:5]2[O:9][C:8]([CH2:10][Cl:20])=[C:7]([CH3:12])[C:6]=2[C:13]=1[O:14][CH:15]([CH3:17])[CH3:16], predict the reactants needed to synthesize it. The reactants are: [Br:1][C:2]1[CH:3]=[CH:4][C:5]2[O:9][C:8]([CH2:10]O)=[C:7]([CH3:12])[C:6]=2[C:13]=1[O:14][CH:15]([CH3:17])[CH3:16].S(Cl)([Cl:20])=O. (3) Given the product [OH:21][CH:4]1[C:5]2[S:20][C:8]3[N:9]=[C:10]4[CH2:17][CH2:16][CH2:15][CH2:14][CH2:13][CH2:12][N:11]4[C:18](=[O:19])[C:7]=3[C:6]=2[CH2:1][CH2:2][CH2:3]1, predict the reactants needed to synthesize it. The reactants are: [CH2:1]1[C:6]2[C:7]3[C:18](=[O:19])[N:11]4[CH2:12][CH2:13][CH2:14][CH2:15][CH2:16][CH2:17][C:10]4=[N:9][C:8]=3[S:20][C:5]=2[C:4](=[O:21])[CH2:3][CH2:2]1.[BH4-].[Na+]. (4) Given the product [CH3:43][N:44]([CH3:45])[C:4]1[CH:3]=[CH:2][C:7]([N+:8]([O-:10])=[O:9])=[C:6]([CH2:11][OH:12])[CH:5]=1, predict the reactants needed to synthesize it. The reactants are: Cl[C:2]1[CH:3]=[CH:4][C:5]([N+]([O-])=O)=[C:6]([CH:11](C2C=CC=CC=2)[OH:12])[C:7]=1[N+:8]([O-:10])=[O:9].ClC1C([N+]([O-])=O)=CC([N+]([O-])=O)=C(C(C2C=CC=CC=2)O)C=1.[CH3:43][NH:44][CH3:45]. (5) Given the product [CH3:25][N:24]([CH2:23][C:14]1([C:17]2[CH:18]=[CH:19][CH:20]=[CH:21][CH:22]=2)[CH2:13][CH2:12][C:11]([N:10]([CH3:9])[CH3:29])([C:27]2[CH:5]=[CH:6][CH:1]=[CH:2][CH:3]=2)[CH2:16][CH2:15]1)[CH3:26], predict the reactants needed to synthesize it. The reactants are: [C:1]1([Mg]Cl)[CH:6]=[CH:5]C=[CH:3][CH:2]=1.[CH3:9][N:10]([CH3:29])[C:11]1([C:27]#N)[CH2:16][CH2:15][C:14]([CH2:23][N:24]([CH3:26])[CH3:25])([C:17]2[CH:22]=[CH:21][CH:20]=[CH:19][CH:18]=2)[CH2:13][CH2:12]1.[NH4+].[Cl-].[OH-].[Na+]. (6) Given the product [F:15][C:16]1[CH:17]=[CH:18][C:19]([OH:25])=[C:20]([C:21]2[O:1][N:2]=[C:3]([C:5]3[C:14]4[C:9](=[CH:10][CH:11]=[CH:12][CH:13]=4)[CH:8]=[CH:7][N:6]=3)[N:4]=2)[CH:24]=1, predict the reactants needed to synthesize it. The reactants are: [OH:1][NH:2][C:3]([C:5]1[C:14]2[C:9](=[CH:10][CH:11]=[CH:12][CH:13]=2)[CH:8]=[CH:7][N:6]=1)=[NH:4].[F:15][C:16]1[CH:24]=[C:20]([C:21](O)=O)[C:19]([OH:25])=[CH:18][CH:17]=1. (7) Given the product [C:4]([CH2:6][C:7]1[CH:8]=[CH:9][C:10]([C:11]([O:13][CH2:19][CH3:20])=[O:12])=[CH:14][CH:15]=1)([OH:3])=[O:5], predict the reactants needed to synthesize it. The reactants are: C([O:3][C:4]([CH2:6][C:7]1[CH:15]=[CH:14][C:10]([C:11]([O-:13])=[O:12])=[CH:9][CH:8]=1)=[O:5])C.[OH-].[Na+].O.[CH2:19](O)[CH3:20]. (8) Given the product [CH3:21][CH:22]([CH3:32])[CH2:23][CH:24]([NH:25][C:12]([C:10]1[CH:9]=[CH:8][C:7]([N:15]2[CH2:18][C:17]([F:20])([F:19])[CH2:16]2)=[C:6]([O:5][CH2:4][CH:1]2[CH2:2][CH2:3]2)[N:11]=1)=[O:14])[C:26]1[CH:27]=[N:28][CH:29]=[CH:30][CH:31]=1, predict the reactants needed to synthesize it. The reactants are: [CH:1]1([CH2:4][O:5][C:6]2[N:11]=[C:10]([C:12]([OH:14])=O)[CH:9]=[CH:8][C:7]=2[N:15]2[CH2:18][C:17]([F:20])([F:19])[CH2:16]2)[CH2:3][CH2:2]1.[CH3:21][CH:22]([CH3:32])[CH2:23][CH:24]([C:26]1[CH:27]=[N:28][CH:29]=[CH:30][CH:31]=1)[NH2:25]. (9) Given the product [CH2:8]([CH:2]1[CH2:3][CH:4]2[CH2:7][CH:1]1[CH:6]=[CH:5]2)[CH2:17][C:11]1[CH:16]=[CH:15][CH:14]=[CH:13][CH:12]=1, predict the reactants needed to synthesize it. The reactants are: [CH:1]12[CH2:7][CH:4]([CH:5]=[CH:6]1)[CH2:3][CH:2]2[C:8](O)=O.[C:11]12(C(C)C(O)=O)[CH2:17][CH:14]([CH2:15][CH2:16]1)[CH:13]=[CH:12]2. (10) The reactants are: Br[C:2]1[C:3]([N:22]2[CH2:26][CH2:25][C@H:24]([CH2:27][OH:28])[CH2:23]2)=[N:4][CH:5]=[C:6]([CH:21]=1)[C:7]([NH:9][C:10]1[CH:15]=[CH:14][C:13]([O:16][C:17]([F:20])([F:19])[F:18])=[CH:12][CH:11]=1)=[O:8].[CH:29]1([C:32]2[CH:37]=[CH:36][C:35](B3OC(C)(C)C(C)(C)O3)=[CH:34][N:33]=2)[CH2:31][CH2:30]1. Given the product [CH:29]1([C:32]2[N:33]=[CH:34][C:35]([C:2]3[C:3]([N:22]4[CH2:26][CH2:25][C@H:24]([CH2:27][OH:28])[CH2:23]4)=[N:4][CH:5]=[C:6]([C:7]([NH:9][C:10]4[CH:11]=[CH:12][C:13]([O:16][C:17]([F:19])([F:18])[F:20])=[CH:14][CH:15]=4)=[O:8])[CH:21]=3)=[CH:36][CH:37]=2)[CH2:31][CH2:30]1, predict the reactants needed to synthesize it.